The task is: Regression/Classification. Given a drug SMILES string, predict its absorption, distribution, metabolism, or excretion properties. Task type varies by dataset: regression for continuous measurements (e.g., permeability, clearance, half-life) or binary classification for categorical outcomes (e.g., BBB penetration, CYP inhibition). For this dataset (solubility_aqsoldb), we predict Y.. This data is from Aqueous solubility values for 9,982 compounds from the AqSolDB database. The molecule is COC(=O)c1ccc(NC(=O)c2cc(Cl)ccc2Cl)cc1N. The Y is -5.79 log mol/L.